Dataset: Catalyst prediction with 721,799 reactions and 888 catalyst types from USPTO. Task: Predict which catalyst facilitates the given reaction. (1) Reactant: Br[CH2:2][C:3](=O)[C:4]([O:6][CH2:7][CH3:8])=[O:5].[C:10]([C:12]1[C:17]2[N:18]=[C:19]([C:21](=[S:23])[NH2:22])[O:20][C:16]=2[C:15]([F:24])=[C:14]([C:25]2[CH:30]=[CH:29][CH:28]=[CH:27][CH:26]=2)[C:13]=1[CH3:31])#[N:11].O.C1(C)C=CC(S(O)(=O)=O)=CC=1.C(=O)([O-])O.[Na+]. Product: [C:10]([C:12]1[C:17]2[N:18]=[C:19]([C:21]3[S:23][CH:2]=[C:3]([C:4]([O:6][CH2:7][CH3:8])=[O:5])[N:22]=3)[O:20][C:16]=2[C:15]([F:24])=[C:14]([C:25]2[CH:30]=[CH:29][CH:28]=[CH:27][CH:26]=2)[C:13]=1[CH3:31])#[N:11]. The catalyst class is: 226. (2) Reactant: [Cl:1][C:2]1[CH:7]=[CH:6][C:5]([CH:8]([C:38]2[CH:43]=[CH:42][C:41]([Cl:44])=[CH:40][CH:39]=2)[C:9]2[CH:10]=[C:11]3[C:16](=[CH:17][CH:18]=2)[N:15]=[CH:14][N:13]=[C:12]3[NH:19][CH:20]2[CH2:25][CH2:24][N:23]([S:26]([C:29]3[CH:37]=[CH:36][C:32]([C:33]([OH:35])=O)=[CH:31][CH:30]=3)(=[O:28])=[O:27])[CH2:22][CH2:21]2)=[CH:4][CH:3]=1.[NH2:45][C:46]([CH2:51][OH:52])([CH2:49][OH:50])[CH2:47][OH:48].CN(C(ON1N=NC2C=CC=NC1=2)=[N+](C)C)C.F[P-](F)(F)(F)(F)F. Product: [Cl:1][C:2]1[CH:3]=[CH:4][C:5]([CH:8]([C:38]2[CH:43]=[CH:42][C:41]([Cl:44])=[CH:40][CH:39]=2)[C:9]2[CH:10]=[C:11]3[C:16](=[CH:17][CH:18]=2)[N:15]=[CH:14][N:13]=[C:12]3[NH:19][CH:20]2[CH2:25][CH2:24][N:23]([S:26]([C:29]3[CH:30]=[CH:31][C:32]([C:33]([NH:45][C:46]([CH2:51][OH:52])([CH2:49][OH:50])[CH2:47][OH:48])=[O:35])=[CH:36][CH:37]=3)(=[O:27])=[O:28])[CH2:22][CH2:21]2)=[CH:6][CH:7]=1. The catalyst class is: 735. (3) Reactant: [F:1][C:2]1[CH:10]=[C:9]2[C:5]([C:6]([C:12]3[N:13]=[C:14]4[C:20]([C:21]([OH:23])=O)=[CH:19][NH:18][C:15]4=[N:16][CH:17]=3)=[N:7][N:8]2[CH3:11])=[CH:4][CH:3]=1.CCN=C=NCCCN(C)C.[NH2:35][C:36]([CH3:49])([CH3:48])[CH2:37][CH2:38][CH2:39][NH:40][C:41](=[O:47])[O:42][C:43]([CH3:46])([CH3:45])[CH3:44].O. Product: [F:1][C:2]1[CH:10]=[C:9]2[C:5]([C:6]([C:12]3[N:13]=[C:14]4[C:20]([C:21]([NH:35][C:36]([CH3:49])([CH3:48])[CH2:37][CH2:38][CH2:39][NH:40][C:41](=[O:47])[O:42][C:43]([CH3:45])([CH3:44])[CH3:46])=[O:23])=[CH:19][NH:18][C:15]4=[N:16][CH:17]=3)=[N:7][N:8]2[CH3:11])=[CH:4][CH:3]=1. The catalyst class is: 239.